This data is from Retrosynthesis with 50K atom-mapped reactions and 10 reaction types from USPTO. The task is: Predict the reactants needed to synthesize the given product. (1) Given the product O=C(Nc1ccn(Cc2ccc(Cl)cc2OCc2ccccc2)n1)c1c(F)cccc1F, predict the reactants needed to synthesize it. The reactants are: Clc1ccc(CBr)c(OCc2ccccc2)c1.O=C(Nc1cc[nH]n1)c1c(F)cccc1F. (2) Given the product CCn1cc(CO)c(=O)c2c(Cl)c(OCc3ccc(OC)cc3)c(OCc3ccc(OC)cc3)cc21, predict the reactants needed to synthesize it. The reactants are: CCn1cc(C(=O)O)c(=O)c2c(Cl)c(OCc3ccc(OC)cc3)c(OCc3ccc(OC)cc3)cc21. (3) Given the product Clc1cccc(-c2cc(C3CCCN3)no2)c1, predict the reactants needed to synthesize it. The reactants are: CC(C)(C)OC(=O)N1CCCC1c1cc(-c2cccc(Cl)c2)on1. (4) Given the product COc1cncc(-c2ccc3c(c2)-c2nc(-c4ncnn4C(C)C)sc2CCO3)c1, predict the reactants needed to synthesize it. The reactants are: CC(C)n1ncnc1-c1nc2c(s1)CCOc1ccc(Br)cc1-2.COc1cncc(B2OC(C)(C)C(C)(C)O2)c1. (5) Given the product CC(C)N(C[C@H]1O[C@@H](n2cnc3c(N)ncnc32)[C@@H]2OC(C)(C)O[C@H]12)C(=O)CCCC(=O)Nc1ccc(C(C)(C)C)cc1N, predict the reactants needed to synthesize it. The reactants are: CC(C)(C)c1ccc(N)c(N)c1.CC(C)N(C[C@H]1O[C@@H](n2cnc3c(N)ncnc32)[C@@H]2OC(C)(C)O[C@H]12)C(=O)CCCC(=O)O. (6) Given the product CNC(=O)COc1cc(C#N)ccc1CNC(=O)c1coc(C)n1, predict the reactants needed to synthesize it. The reactants are: CNC(=O)COc1cc(C#N)ccc1CN.Cc1nc(C(=O)O)co1.